This data is from Catalyst prediction with 721,799 reactions and 888 catalyst types from USPTO. The task is: Predict which catalyst facilitates the given reaction. (1) Reactant: Cl[C:2]1[C:11]2[C:6](=[CH:7][CH:8]=[CH:9][CH:10]=2)[N:5]=[C:4]([C:12]([C:14]2[CH:19]=[CH:18][C:17]([F:20])=[C:16]([O:21][CH3:22])[CH:15]=2)=[O:13])[N:3]=1.[CH3:23][C:24]1[NH:28][N:27]=[C:26]([NH2:29])[CH:25]=1.[I-].[K+].CCN(C(C)C)C(C)C. Product: [F:20][C:17]1[CH:18]=[CH:19][C:14]([C:12]([C:4]2[N:3]=[C:2]([NH:29][C:26]3[CH:25]=[C:24]([CH3:23])[NH:28][N:27]=3)[C:11]3[C:6](=[CH:7][CH:8]=[CH:9][CH:10]=3)[N:5]=2)=[O:13])=[CH:15][C:16]=1[O:21][CH3:22]. The catalyst class is: 18. (2) Reactant: [Cl:1][C:2]1[CH:3]=[C:4]([C:9](=O)[C:10]([F:13])([F:12])[F:11])[CH:5]=[C:6]([Cl:8])[CH:7]=1.[C:15]([C:18]1[CH:19]=[CH:20][C:21]([F:26])=[C:22]([CH:25]=1)[C:23]#[N:24])(=[O:17])[CH3:16].C(=O)([O-])[O-].[K+].[K+]. Product: [Cl:1][C:2]1[CH:3]=[C:4]([C:9]([C:10]([F:13])([F:12])[F:11])=[CH:16][C:15]([C:18]2[CH:19]=[CH:20][C:21]([F:26])=[C:22]([CH:25]=2)[C:23]#[N:24])=[O:17])[CH:5]=[C:6]([Cl:8])[CH:7]=1. The catalyst class is: 11. (3) Reactant: I[C:2]1[C:10]2[C:5](=[N:6][CH:7]=[N:8][C:9]=2[NH2:11])[N:4]([CH:12]([C:14]2[CH:15]=[C:16]3[N:21]([C:22]=2[C:23]2[CH:28]=[CH:27][CH:26]=[CH:25][N:24]=2)[CH:20]=[CH:19][CH:18]=[CH:17]3)[CH3:13])[N:3]=1.[F:29][C:30]1[CH:35]=[CH:34][C:33](B(O)O)=[CH:32][C:31]=1[OH:39].CCO.C([O-])([O-])=O.[Na+].[Na+]. Product: [NH2:11][C:9]1[N:8]=[CH:7][N:6]=[C:5]2[N:4]([CH:12]([C:14]3[CH:15]=[C:16]4[N:21]([C:22]=3[C:23]3[CH:28]=[CH:27][CH:26]=[CH:25][N:24]=3)[CH:20]=[CH:19][CH:18]=[CH:17]4)[CH3:13])[N:3]=[C:2]([C:33]3[CH:34]=[CH:35][C:30]([F:29])=[C:31]([OH:39])[CH:32]=3)[C:10]=12. The catalyst class is: 104. (4) Reactant: [O:1]=[C:2]1[CH2:10][C:9]2[C:4](=[CH:5][CH:6]=[C:7]([NH:11][C:12](=[O:16])[C:13]([OH:15])=O)[CH:8]=2)[NH:3]1.[CH3:17][O:18][C:19]1[CH:31]=[CH:30][C:22]([CH2:23][CH:24]2[CH2:29][CH2:28][NH:27][CH2:26][CH2:25]2)=[CH:21][CH:20]=1. Product: [CH3:17][O:18][C:19]1[CH:20]=[CH:21][C:22]([CH2:23][CH:24]2[CH2:25][CH2:26][N:27]([C:13](=[O:15])[C:12]([NH:11][C:7]3[CH:8]=[C:9]4[C:4](=[CH:5][CH:6]=3)[NH:3][C:2](=[O:1])[CH2:10]4)=[O:16])[CH2:28][CH2:29]2)=[CH:30][CH:31]=1. The catalyst class is: 27. (5) Reactant: F[P-](F)(F)(F)(F)F.[N:8]1(O[P+](N(C)C)(N(C)C)N(C)C)[C:12]2[CH:13]=CC=C[C:11]=2N=N1.[OH:28][CH:29]1[CH2:32][N:31]([C:33]2[CH:41]=[CH:40][C:36]([C:37]([OH:39])=O)=[CH:35][CH:34]=2)[CH2:30]1.CC(N)C.C(N(CC)C(C)C)(C)C. Product: [OH:28][CH:29]1[CH2:30][N:31]([C:33]2[CH:34]=[CH:35][C:36]([C:37]([NH:8][CH:12]([CH3:13])[CH3:11])=[O:39])=[CH:40][CH:41]=2)[CH2:32]1. The catalyst class is: 4. (6) Reactant: [C:1]([NH2:5])([CH3:4])([CH3:3])[CH3:2].[Cl:6][CH2:7][CH2:8][CH2:9][S:10](Cl)(=[O:12])=[O:11]. Product: [C:1]([NH:5][S:10]([CH2:9][CH2:8][CH2:7][Cl:6])(=[O:12])=[O:11])([CH3:4])([CH3:3])[CH3:2]. The catalyst class is: 1. (7) Reactant: [Br:1][C:2]1[CH:7]=[CH:6][C:5]([NH:8][CH:9]=[C:10]([C:16](=[O:21])[CH2:17][CH:18]([CH3:20])[CH3:19])[C:11]([O:13]CC)=O)=[CH:4][CH:3]=1. Product: [Br:1][C:2]1[CH:3]=[C:4]2[C:5](=[CH:6][CH:7]=1)[N:8]=[CH:9][C:10]([C:16](=[O:21])[CH2:17][CH:18]([CH3:19])[CH3:20])=[C:11]2[OH:13]. The catalyst class is: 736. (8) Product: [CH3:1][O:2][C:3]([C:5]1[C:14]2[O:13][CH:12]=[C:11]([C:22]3[CH:23]=[N:24][CH:25]=[C:17]([F:16])[C:18]=3[C@@H:19]([OH:20])[CH3:27])[O:10][C:9]=2[CH:8]=[CH:7][CH:6]=1)=[O:4]. Reactant: [CH3:1][O:2][C:3]([C:5]1[C:14]2[O:13][CH:12]=[C:11](Br)[O:10][C:9]=2[CH:8]=[CH:7][CH:6]=1)=[O:4].[F:16][C:17]1[CH:25]=[N:24][CH:23]=[C:22]2[C:18]=1[C@H:19]([CH3:27])[O:20]B2O.C([O-])([O-])=O.[Na+].[Na+]. The catalyst class is: 12. (9) Reactant: [CH3:1][C:2]1[CH:7]=[CH:6][C:5]([CH:8]=[CH:9][C:10]([NH:12][C@H:13]([C:24]([O:26]C)=[O:25])[CH2:14][C:15]2[C:23]3[C:18](=[CH:19][CH:20]=[CH:21][CH:22]=3)[NH:17][CH:16]=2)=[O:11])=[CH:4][CH:3]=1.[OH-].[Na+]. The catalyst class is: 5. Product: [CH3:1][C:2]1[CH:3]=[CH:4][C:5]([CH:8]=[CH:9][C:10]([NH:12][C@H:13]([C:24]([OH:26])=[O:25])[CH2:14][C:15]2[C:23]3[C:18](=[CH:19][CH:20]=[CH:21][CH:22]=3)[NH:17][CH:16]=2)=[O:11])=[CH:6][CH:7]=1.